Task: Predict which catalyst facilitates the given reaction.. Dataset: Catalyst prediction with 721,799 reactions and 888 catalyst types from USPTO (1) Reactant: F[C:2]1[C:7]([O:8][CH3:9])=[CH:6][CH:5]=[CH:4][C:3]=1[C:10]([C:12]1[CH:17]=[CH:16][N:15]=[C:14]([S:18][CH3:19])[N:13]=1)=O.[NH2:20][OH:21].C1CCN2C(=NCCC2)CC1. Product: [CH3:9][O:8][C:7]1[C:2]2[O:21][N:20]=[C:10]([C:12]3[CH:17]=[CH:16][N:15]=[C:14]([S:18][CH3:19])[N:13]=3)[C:3]=2[CH:4]=[CH:5][CH:6]=1. The catalyst class is: 653. (2) Reactant: C(NC(C)C)(C)C.[Li]CCCC.[CH:13]([C:15]1[CH:16]=[C:17]2[C:21](=[CH:22][CH:23]=1)/[C:20](=[N:24]/[OH:25])/[CH2:19][CH2:18]2)=[CH2:14].[C:26]1([C:32]2[O:36][N:35]=[C:34]([C:37](OC)=[O:38])[C:33]=2[C:41]([F:44])([F:43])[F:42])[CH:31]=[CH:30][CH:29]=[CH:28][CH:27]=1. Product: [C:26]1([C:32]2[O:36][N:35]=[C:34]([C:37]3([OH:38])[O:25][N:24]=[C:20]4[C:21]5[C:17]([CH2:18][CH:19]34)=[CH:16][C:15]([CH:13]=[CH2:14])=[CH:23][CH:22]=5)[C:33]=2[C:41]([F:43])([F:44])[F:42])[CH:27]=[CH:28][CH:29]=[CH:30][CH:31]=1. The catalyst class is: 1. (3) Reactant: [C:1]([CH:3]([CH:7]1[C:11]([Cl:12])=[C:10](Cl)C(=O)O1)[C:4]([NH2:6])=[O:5])#[N:2].[NH2:15][CH2:16][C:17]1[CH:22]=[C:21]([F:23])[CH:20]=[CH:19][C:18]=1[S:24]([NH:27][CH:28]1[CH2:30][CH2:29]1)(=[O:26])=[O:25].C(=O)([O-])[O-].[K+].[K+]. Product: [ClH:12].[Cl:12][C:11]1[CH:7]=[C:3]([C:4]([NH2:6])=[O:5])[C:1](=[NH:2])[N:15]([CH2:16][C:17]2[CH:22]=[C:21]([F:23])[CH:20]=[CH:19][C:18]=2[S:24](=[O:26])(=[O:25])[NH:27][CH:28]2[CH2:29][CH2:30]2)[CH:10]=1. The catalyst class is: 8. (4) Reactant: [CH2:1]([NH:4][CH2:5][CH2:6][CH3:7])[CH2:2][CH3:3].CCN=C=NCCCN(C)C.C(N(C(C)C)CC)(C)C.[Br:28][C:29]1[CH:30]=[CH:31][C:32]2=[C:33]([CH:50]=1)[N:34]=[C:35]([NH:42][C:43]([O:45][C:46]([CH3:49])([CH3:48])[CH3:47])=[O:44])[CH2:36][C:37]([C:39](O)=[O:40])=[CH:38]2.C1C=CC2N(O)N=NC=2C=1. Product: [Br:28][C:29]1[CH:30]=[CH:31][C:32]2=[C:33]([CH:50]=1)[N:34]=[C:35]([NH:42][C:43](=[O:44])[O:45][C:46]([CH3:47])([CH3:49])[CH3:48])[CH2:36][C:37]([C:39](=[O:40])[N:4]([CH2:5][CH2:6][CH3:7])[CH2:1][CH2:2][CH3:3])=[CH:38]2. The catalyst class is: 158. (5) Reactant: [C:1](OC(=O)C)(=[O:3])[CH3:2].[Cl:8][C:9]1[C:18]2[CH2:17][NH:16][CH2:15][CH2:14][C:13]=2[N:12]=[C:11]2[CH:19]=[CH:20][C:21]([O:23][CH3:24])=[CH:22][C:10]=12.O. Product: [Cl:8][C:9]1[C:18]2[CH2:17][N:16]([C:1](=[O:3])[CH3:2])[CH2:15][CH2:14][C:13]=2[N:12]=[C:11]2[CH:19]=[CH:20][C:21]([O:23][CH3:24])=[CH:22][C:10]=12. The catalyst class is: 2. (6) Reactant: [N:1]1[C:10]2[CH:9]([NH2:11])[CH2:8][CH2:7][CH2:6][C:5]=2[CH:4]=[CH:3][CH:2]=1.[C:12]([O:16][C:17](=[O:27])[NH:18][C:19]1[C:20]([CH:25]=O)=[N:21][CH:22]=[CH:23][CH:24]=1)([CH3:15])([CH3:14])[CH3:13].[BH-](OC(C)=O)(OC(C)=O)OC(C)=O.[Na+]. Product: [C:12]([O:16][C:17](=[O:27])[NH:18][C:19]1[C:20]([CH2:25][NH:11][CH:9]2[C:10]3[N:1]=[CH:2][CH:3]=[CH:4][C:5]=3[CH2:6][CH2:7][CH2:8]2)=[N:21][CH:22]=[CH:23][CH:24]=1)([CH3:15])([CH3:14])[CH3:13]. The catalyst class is: 2. (7) Reactant: [F:1][C:2]([F:32])([F:31])[C:3]1[CH:8]=[CH:7][C:6]([C:9]2[C:10]([C:15]([NH:17][C:18]3[CH:27]=[C:26]4[C:21]([CH:22]=[C:23]([C:28](O)=[O:29])[CH:24]=[N:25]4)=[CH:20][CH:19]=3)=[O:16])=[CH:11][CH:12]=[CH:13][CH:14]=2)=[CH:5][CH:4]=1.[CH3:33][C:34]1[CH:41]=[CH:40][C:37]([CH2:38][NH2:39])=[CH:36][CH:35]=1.Cl.CN(C)CCCN=C=NCC.ON1C2C=CC=CC=2N=N1.C(N(CC)CC)C. Product: [CH3:33][C:34]1[CH:41]=[CH:40][C:37]([CH2:38][NH:39][C:28]([C:23]2[CH:24]=[N:25][C:26]3[C:21]([CH:22]=2)=[CH:20][CH:19]=[C:18]([NH:17][C:15]([C:10]2[C:9]([C:6]4[CH:7]=[CH:8][C:3]([C:2]([F:31])([F:32])[F:1])=[CH:4][CH:5]=4)=[CH:14][CH:13]=[CH:12][CH:11]=2)=[O:16])[CH:27]=3)=[O:29])=[CH:36][CH:35]=1. The catalyst class is: 4. (8) Reactant: FC(F)(F)S(O[C:7]1[C:15]2[C:10](=[CH:11][N:12]=[CH:13][CH:14]=2)[O:9][C:8]=1[C:16]1[N:21]=[CH:20][CH:19]=[CH:18][N:17]=1)(=O)=O.[NH2:24][C:25]1[CH:33]=[CH:32][C:31]([Cl:34])=[C:30]2[C:26]=1[C:27]([CH2:42][CH2:43][CH2:44][O:45][Si:46]([C:49]([CH3:52])([CH3:51])[CH3:50])([CH3:48])[CH3:47])=[N:28][N:29]2[C:35]([O:37][C:38]([CH3:41])([CH3:40])[CH3:39])=[O:36].CC1(C)C2C(=C(P(C3C=CC=CC=3)C3C=CC=CC=3)C=CC=2)OC2C(P(C3C=CC=CC=3)C3C=CC=CC=3)=CC=CC1=2.[O-]P([O-])([O-])=O.[K+].[K+].[K+]. Product: [Si:46]([O:45][CH2:44][CH2:43][CH2:42][C:27]1[C:26]2[C:30](=[C:31]([Cl:34])[CH:32]=[CH:33][C:25]=2[NH:24][C:7]2[C:15]3[C:10](=[CH:11][N:12]=[CH:13][CH:14]=3)[O:9][C:8]=2[C:16]2[N:21]=[CH:20][CH:19]=[CH:18][N:17]=2)[N:29]([C:35]([O:37][C:38]([CH3:41])([CH3:40])[CH3:39])=[O:36])[N:28]=1)([C:49]([CH3:52])([CH3:50])[CH3:51])([CH3:48])[CH3:47]. The catalyst class is: 101.